Predict the reactants needed to synthesize the given product. From a dataset of Full USPTO retrosynthesis dataset with 1.9M reactions from patents (1976-2016). (1) Given the product [N:34]1([C:28]([C:27]2[CH:26]=[C:25]([CH:33]=[CH:32][CH:31]=2)[CH2:24][N:3]2[CH:4]=[C:5]([C:8]3[O:12][N:11]=[C:10]([C:13]4[CH:18]=[CH:17][C:16]([O:19][C:20]([F:23])([F:22])[F:21])=[CH:15][CH:14]=4)[N:9]=3)[CH:6]=[CH:7][C:2]2=[O:1])=[O:29])[CH2:37][CH2:36][CH2:35]1, predict the reactants needed to synthesize it. The reactants are: [O:1]=[C:2]1[CH:7]=[CH:6][C:5]([C:8]2[O:12][N:11]=[C:10]([C:13]3[CH:18]=[CH:17][C:16]([O:19][C:20]([F:23])([F:22])[F:21])=[CH:15][CH:14]=3)[N:9]=2)=[CH:4][N:3]1[CH2:24][C:25]1[CH:26]=[C:27]([CH:31]=[CH:32][CH:33]=1)[C:28](Cl)=[O:29].[NH:34]1[CH2:37][CH2:36][CH2:35]1. (2) Given the product [CH3:39][O:40][C:41]1[CH:48]=[CH:47][C:44]([CH2:45][NH:46][C:19](=[O:21])[O:17][C:13]2[CH:12]=[C:11]3[C:16](=[CH:15][CH:14]=2)[N:8]([CH2:1][C:2]2[CH:3]=[CH:4][CH:5]=[CH:6][CH:7]=2)[CH2:9][CH2:10]3)=[CH:43][CH:42]=1, predict the reactants needed to synthesize it. The reactants are: [CH2:1]([N:8]1[C:16]2[C:11](=[CH:12][C:13]([OH:17])=[CH:14][CH:15]=2)[CH2:10][CH2:9]1)[C:2]1[CH:7]=[CH:6][CH:5]=[CH:4][CH:3]=1.Cl[C:19](Cl)([O:21]C(=O)OC(Cl)(Cl)Cl)Cl.C(N(CC)C(C)C)(C)C.[CH3:39][O:40][C:41]1[CH:48]=[CH:47][C:44]([CH2:45][NH2:46])=[CH:43][CH:42]=1. (3) Given the product [Br:1][C:2]1[CH:3]=[C:4]([C:8]2[N:9]=[C:10]3[CH:15]=[CH:14][C:13]([Cl:16])=[CH:12][N:11]3[C:17]=2[CH2:18][N:19]([CH3:21])[CH3:20])[CH:5]=[CH:6][CH:7]=1, predict the reactants needed to synthesize it. The reactants are: [Br:1][C:2]1[CH:3]=[C:4]([C:8]2[N:9]=[C:10]3[CH:15]=[CH:14][C:13]([Cl:16])=[CH:12][N:11]3[CH:17]=2)[CH:5]=[CH:6][CH:7]=1.[CH3:18][NH:19][CH3:20].[CH2:21]=O. (4) Given the product [OH:9][CH2:8][CH2:7][C:4]1[CH:5]=[CH:6][N:1]=[CH:2][CH:3]=1, predict the reactants needed to synthesize it. The reactants are: [N:1]1[CH:6]=[CH:5][C:4]([CH2:7][C:8](OCC)=[O:9])=[CH:3][CH:2]=1.[H-].[H-].[H-].[H-].[Li+].[Al+3].[OH-].[Na+]. (5) Given the product [CH2:1]([O:3][C:4]([N:6]1[CH2:11][CH2:10][N:9]([C:12](=[O:50])[C@@H:13]([NH:23][C:24]([C:26]2[CH:30]=[C:29]([O:31][C@@H:32]([C:34]([OH:36])=[O:35])[CH3:33])[N:28]([C:44]3[CH:49]=[CH:48][CH:47]=[CH:46][CH:45]=3)[N:27]=2)=[O:25])[CH2:14][CH2:15][C:16]([O:18][C:19]([CH3:22])([CH3:21])[CH3:20])=[O:17])[CH2:8][CH2:7]1)=[O:5])[CH3:2], predict the reactants needed to synthesize it. The reactants are: [CH2:1]([O:3][C:4]([N:6]1[CH2:11][CH2:10][N:9]([C:12](=[O:50])[C@@H:13]([NH:23][C:24]([C:26]2[CH:30]=[C:29]([O:31][C@@H:32]([C:34]([O:36]CC3C=CC=CC=3)=[O:35])[CH3:33])[N:28]([C:44]3[CH:49]=[CH:48][CH:47]=[CH:46][CH:45]=3)[N:27]=2)=[O:25])[CH2:14][CH2:15][C:16]([O:18][C:19]([CH3:22])([CH3:21])[CH3:20])=[O:17])[CH2:8][CH2:7]1)=[O:5])[CH3:2]. (6) Given the product [ClH:23].[CH3:7][C:6]1([CH3:8])[C:2]([CH3:1])([CH3:22])[O:3][B:4]([C:9]2[CH2:14][CH2:13][NH:12][CH2:11][CH:10]=2)[O:5]1, predict the reactants needed to synthesize it. The reactants are: [CH3:1][C:2]1([CH3:22])[C:6]([CH3:8])([CH3:7])[O:5][B:4]([C:9]2[CH2:14][CH2:13][N:12](C(OC(C)(C)C)=O)[CH2:11][CH:10]=2)[O:3]1.[ClH:23].CO. (7) Given the product [CH3:1][O:2][C:3](=[O:16])[C:4]1[CH:5]=[CH:6][C:7]([N:10]2[CH:14]=[C:13]([NH:15][C:30](=[O:31])[CH:29]([NH:28][C:26](=[O:27])[CH2:25][C:20]3[CH:21]=[C:22]([F:24])[CH:23]=[C:18]([F:17])[CH:19]=3)[CH2:33][CH2:34][CH3:35])[N:12]=[CH:11]2)=[CH:8][CH:9]=1, predict the reactants needed to synthesize it. The reactants are: [CH3:1][O:2][C:3](=[O:16])[C:4]1[CH:9]=[CH:8][C:7]([N:10]2[CH:14]=[C:13]([NH2:15])[N:12]=[CH:11]2)=[CH:6][CH:5]=1.[F:17][C:18]1[CH:19]=[C:20]([CH2:25][C:26]([NH:28][CH:29]([CH2:33][CH2:34][CH3:35])[C:30](O)=[O:31])=[O:27])[CH:21]=[C:22]([F:24])[CH:23]=1. (8) Given the product [ClH:37].[CH3:1][N:2]1[C:10]2[C:5](=[CH:6][CH:7]=[C:8]([N:11]3[CH2:16][CH2:15][N:14]([CH2:17][CH2:18][C:19]4[CH:24]=[CH:23][CH:22]=[CH:21][CH:20]=4)[CH2:13][C:12]3=[O:25])[CH:9]=2)[C:4]2[CH2:26][CH2:27][NH:28][CH2:29][C:3]1=2, predict the reactants needed to synthesize it. The reactants are: [CH3:1][N:2]1[C:10]2[C:5](=[CH:6][CH:7]=[C:8]([N:11]3[CH2:16][CH2:15][N:14]([CH2:17][CH2:18][C:19]4[CH:24]=[CH:23][CH:22]=[CH:21][CH:20]=4)[CH2:13][C:12]3=[O:25])[CH:9]=2)[C:4]2[CH2:26][CH2:27][N:28](C(OC(C)(C)C)=O)[CH2:29][C:3]1=2.[ClH:37].